Dataset: Reaction yield outcomes from USPTO patents with 853,638 reactions. Task: Predict the reaction yield, written as a fraction of the theoretical maximum amount of product (1.0 means a 100% yield; for example, 0.34 means a 34% yield). (1) The reactants are C1(S(O[CH2:11][CH2:12][N:13]2[CH2:17][C@H:16]([CH:18]([CH3:20])[CH3:19])[N:15]([C:21]3[CH:26]=[CH:25][N:24]4[N:27]=[CH:28][C:29]([C:30]5[CH:35]=[CH:34][C:33]([C:36]6[N:40]=[CH:39][N:38]([CH2:41][O:42][CH2:43][CH2:44][Si:45]([CH3:48])([CH3:47])[CH3:46])[N:37]=6)=[CH:32][CH:31]=5)=[C:23]4[N:22]=3)[C:14]2=[O:49])(=O)=O)C=CC=CC=1.[NH:50]1[CH2:54][CH2:53][CH2:52][CH2:51]1. No catalyst specified. The product is [CH:18]([C@H:16]1[CH2:17][N:13]([CH2:12][CH2:11][N:50]2[CH2:54][CH2:53][CH2:52][CH2:51]2)[C:14](=[O:49])[N:15]1[C:21]1[CH:26]=[CH:25][N:24]2[N:27]=[CH:28][C:29]([C:30]3[CH:31]=[CH:32][C:33]([C:36]4[N:40]=[CH:39][N:38]([CH2:41][O:42][CH2:43][CH2:44][Si:45]([CH3:48])([CH3:47])[CH3:46])[N:37]=4)=[CH:34][CH:35]=3)=[C:23]2[N:22]=1)([CH3:19])[CH3:20]. The yield is 0.950. (2) The reactants are [CH3:1][C:2]1([CH3:20])[CH2:7][CH:6]([NH:8][C:9]2[C:14]([C:15]#[N:16])=[CH:13][N:12]=[C:11](Cl)[N:10]=2)[CH2:5][C:4]([CH3:19])([CH3:18])[NH:3]1.[CH:21]1([C:24]2[CH:25]=[C:26]([NH2:36])[CH:27]=[C:28]([N:31]3[CH:35]=[N:34][N:33]=[N:32]3)[C:29]=2[F:30])[CH2:23][CH2:22]1. The catalyst is CC(O)C. The product is [CH3:1][C:2]1([CH3:20])[CH2:7][CH:6]([NH:8][C:9]2[C:14]([C:15]#[N:16])=[CH:13][N:12]=[C:11]([NH:36][C:26]3[CH:27]=[C:28]([N:31]4[CH:35]=[N:34][N:33]=[N:32]4)[C:29]([F:30])=[C:24]([CH:21]4[CH2:23][CH2:22]4)[CH:25]=3)[N:10]=2)[CH2:5][C:4]([CH3:19])([CH3:18])[NH:3]1. The yield is 0.350.